Predict which catalyst facilitates the given reaction. From a dataset of Catalyst prediction with 721,799 reactions and 888 catalyst types from USPTO. (1) Reactant: [F:1][C:2]1[CH:28]=[CH:27][C:5]([CH2:6][O:7][CH2:8][C@@H:9]2[N:14]3[C:15]4[C:24]5[C:19](=[CH:20][CH:21]=[CH:22][CH:23]=5)[N+:18]([O-])=[CH:17][C:16]=4[N:26]=[C:13]3[CH2:12][O:11][CH2:10]2)=[CH:4][CH:3]=1.[NH4+:29].[OH-].C1(C)C=CC(S(Cl)(=O)=O)=CC=1.O. Product: [F:1][C:2]1[CH:28]=[CH:27][C:5]([CH2:6][O:7][CH2:8][C@@H:9]2[N:14]3[C:15]4[C:24]5[C:19](=[CH:20][CH:21]=[CH:22][CH:23]=5)[N:18]=[C:17]([NH2:29])[C:16]=4[N:26]=[C:13]3[CH2:12][O:11][CH2:10]2)=[CH:4][CH:3]=1. The catalyst class is: 366. (2) Reactant: CN(C=O)C.F[C:7]1[CH:14]=[CH:13][C:10]([CH:11]=[O:12])=[CH:9][C:8]=1[C:15]([F:18])([F:17])[F:16].C(=O)([O-])[O-].[K+].[K+].[NH:25]1[CH:29]=[CH:28][N:27]=[CH:26]1. Product: [N:25]1([C:7]2[CH:14]=[CH:13][C:10]([CH:11]=[O:12])=[CH:9][C:8]=2[C:15]([F:18])([F:17])[F:16])[CH:29]=[CH:28][N:27]=[CH:26]1. The catalyst class is: 84.